From a dataset of Reaction yield outcomes from USPTO patents with 853,638 reactions. Predict the reaction yield, written as a fraction of the theoretical maximum amount of product (1.0 means a 100% yield; for example, 0.34 means a 34% yield). (1) The reactants are [CH:1]1([CH2:6][CH:7]([C:11]2[CH:16]=[CH:15][C:14]([C:17]#[C:18][C:19]3[CH:20]=[N:21][CH:22]=[N:23][CH:24]=3)=[CH:13][CH:12]=2)[C:8]([OH:10])=O)[CH2:5][CH2:4][CH2:3][CH2:2]1.F[P-](F)(F)(F)(F)F.N1(O[P+](N(C)C)(N(C)C)N(C)C)C2C=CC=CC=2N=N1.C(N(CC)CC)C.[NH2:59][C:60]1[S:61][CH:62]=[CH:63][N:64]=1. The catalyst is C(Cl)Cl.O. The product is [CH:1]1([CH2:6][CH:7]([C:11]2[CH:12]=[CH:13][C:14]([C:17]#[C:18][C:19]3[CH:20]=[N:21][CH:22]=[N:23][CH:24]=3)=[CH:15][CH:16]=2)[C:8]([NH:59][C:60]2[S:61][CH:62]=[CH:63][N:64]=2)=[O:10])[CH2:5][CH2:4][CH2:3][CH2:2]1. The yield is 0.540. (2) The reactants are [N+](C1C=C(S(CC[O:15][C:16](=[O:51])[C:17]2[CH:22]=[CH:21][CH:20]=[C:19]([S:23]([N:26]3[C:30]4[CH:31]=[CH:32][CH:33]=[CH:34][C:29]=4[N:28]=[C:27]3[S:35]([CH2:37][C:38]3[C:43]([CH3:44])=[C:42]([O:45][CH2:46][C:47]([F:50])([F:49])[F:48])[CH:41]=[CH:40][N:39]=3)=[O:36])(=[O:25])=[O:24])[CH:18]=2)(=O)=O)C=CC=1)([O-])=O.C([O-])(O)=O.[Na+:56]. The catalyst is C1COCC1.O. The product is [Na+:56].[CH3:44][C:43]1[C:38]([CH2:37][S:35]([C:27]2[N:26]([S:23]([C:19]3[CH:18]=[C:17]([CH:22]=[CH:21][CH:20]=3)[C:16]([O-:51])=[O:15])(=[O:25])=[O:24])[C:30]3[CH:31]=[CH:32][CH:33]=[CH:34][C:29]=3[N:28]=2)=[O:36])=[N:39][CH:40]=[CH:41][C:42]=1[O:45][CH2:46][C:47]([F:50])([F:48])[F:49]. The yield is 0.940.